From a dataset of Full USPTO retrosynthesis dataset with 1.9M reactions from patents (1976-2016). Predict the reactants needed to synthesize the given product. (1) Given the product [F:45][C:41]1[CH:40]=[C:39]([C:14]2[C:13]3[C:17](=[CH:18][CH:19]=[C:11]([CH2:10][O:1][C@H:2]4[CH2:6][CH2:5][O:4][CH2:3]4)[CH:12]=3)[N:16]([C:20]([C:33]3[CH:34]=[CH:35][CH:36]=[CH:37][CH:38]=3)([C:27]3[CH:28]=[CH:29][CH:30]=[CH:31][CH:32]=3)[C:21]3[CH:26]=[CH:25][CH:24]=[CH:23][CH:22]=3)[N:15]=2)[CH:44]=[CH:43][CH:42]=1, predict the reactants needed to synthesize it. The reactants are: [OH:1][C@H:2]1[CH2:6][CH2:5][O:4][CH2:3]1.[H-].[Na+].Cl[CH2:10][C:11]1[CH:12]=[C:13]2[C:17](=[CH:18][CH:19]=1)[N:16]([C:20]([C:33]1[CH:38]=[CH:37][CH:36]=[CH:35][CH:34]=1)([C:27]1[CH:32]=[CH:31][CH:30]=[CH:29][CH:28]=1)[C:21]1[CH:26]=[CH:25][CH:24]=[CH:23][CH:22]=1)[N:15]=[C:14]2[C:39]1[CH:44]=[CH:43][CH:42]=[C:41]([F:45])[CH:40]=1.[I-].[Na+]. (2) Given the product [CH2:1]([N:8]([CH2:24][C:23]1[CH:26]=[CH:27][C:28]([F:30])=[CH:29][C:22]=1[F:21])[C:9]1[C:10]([CH3:20])=[C:11]([NH:15][S:16]([CH3:19])(=[O:18])=[O:17])[CH:12]=[CH:13][CH:14]=1)[C:2]1[CH:3]=[CH:4][CH:5]=[CH:6][CH:7]=1, predict the reactants needed to synthesize it. The reactants are: [CH2:1]([NH:8][C:9]1[C:10]([CH3:20])=[C:11]([NH:15][S:16]([CH3:19])(=[O:18])=[O:17])[CH:12]=[CH:13][CH:14]=1)[C:2]1[CH:7]=[CH:6][CH:5]=[CH:4][CH:3]=1.[F:21][C:22]1[CH:29]=[C:28]([F:30])[CH:27]=[CH:26][C:23]=1[CH:24]=O. (3) The reactants are: [CH2:1]1[C:4]2([CH2:7][N:6]([CH2:8][C:9]3[CH:26]=[CH:25][C:12]([O:13][CH:14]4[CH2:17][N:16](C(OC(C)(C)C)=O)[CH2:15]4)=[CH:11][CH:10]=3)[CH2:5]2)[CH2:3][O:2]1.C(O)(C(F)(F)F)=O.C([O-])([O-])=O.[K+].[K+]. Given the product [NH:16]1[CH2:17][CH:14]([O:13][C:12]2[CH:25]=[CH:26][C:9]([CH2:8][N:6]3[CH2:5][C:4]4([CH2:1][O:2][CH2:3]4)[CH2:7]3)=[CH:10][CH:11]=2)[CH2:15]1, predict the reactants needed to synthesize it.